From a dataset of Reaction yield outcomes from USPTO patents with 853,638 reactions. Predict the reaction yield, written as a fraction of the theoretical maximum amount of product (1.0 means a 100% yield; for example, 0.34 means a 34% yield). The catalyst is CN(C)C(=O)C. The yield is 0.680. The reactants are Cl.[NH2:2][C:3]1[N:4]=[C:5]2[CH:10]=[CH:9][C:8]([O:11][C:12]3[CH:13]=[CH:14][C:15]([CH3:28])=[C:16]([NH:18][C:19]([C:21]4[N:25]([CH3:26])[N:24]=[C:23]([CH3:27])[CH:22]=4)=[O:20])[CH:17]=3)=[N:7][N:6]2[CH:29]=1.[CH3:30][C:31]([CH3:36])=[CH:32][C:33](Cl)=[O:34]. The product is [CH3:26][N:25]1[C:21]([C:19]([NH:18][C:16]2[CH:17]=[C:12]([O:11][C:8]3[CH:9]=[CH:10][C:5]4[N:6]([CH:29]=[C:3]([NH:2][C:33](=[O:34])[CH:32]=[C:31]([CH3:36])[CH3:30])[N:4]=4)[N:7]=3)[CH:13]=[CH:14][C:15]=2[CH3:28])=[O:20])=[CH:22][C:23]([CH3:27])=[N:24]1.